Task: Predict which catalyst facilitates the given reaction.. Dataset: Catalyst prediction with 721,799 reactions and 888 catalyst types from USPTO (1) Reactant: [CH:1]1([NH:6][C:7]2[N:12]3[N:13]=[C:14]([C:23]4[CH:28]=[CH:27][C:26]([F:29])=[CH:25][CH:24]=4)[C:15]([C:16]4[CH:21]=[CH:20][N:19]=[C:18](F)[CH:17]=4)=[C:11]3[CH:10]=[CH:9][CH:8]=2)[CH2:5][CH2:4][CH2:3][CH2:2]1.[NH2:30][NH2:31]. Product: [CH:1]1([NH:6][C:7]2[N:12]3[N:13]=[C:14]([C:23]4[CH:28]=[CH:27][C:26]([F:29])=[CH:25][CH:24]=4)[C:15]([C:16]4[CH:21]=[CH:20][N:19]=[C:18]([NH:30][NH2:31])[CH:17]=4)=[C:11]3[CH:10]=[CH:9][CH:8]=2)[CH2:2][CH2:3][CH2:4][CH2:5]1. The catalyst class is: 8. (2) Reactant: [CH3:1][S:2]([NH:5][C:6]1[CH:14]=[CH:13][C:9]([C:10]([OH:12])=[O:11])=[CH:8][CH:7]=1)(=[O:4])=[O:3].C(=O)([O-])[O-].[K+].[K+].[CH2:21](I)[CH3:22]. Product: [CH2:21]([N:5]([S:2]([CH3:1])(=[O:4])=[O:3])[C:6]1[CH:14]=[CH:13][C:9]([C:10]([OH:12])=[O:11])=[CH:8][CH:7]=1)[CH3:22]. The catalyst class is: 3. (3) Reactant: P(Cl)(Cl)(Cl)=O.CN([CH:14]=[O:15])C1C=CC=CC=1.[CH2:16]([O:18][C:19]([C:21]1[NH:22][C:23]2[C:28]([CH:29]=1)=[CH:27][C:26]([Cl:30])=[CH:25][CH:24]=2)=[O:20])[CH3:17].C([O-])(=O)C.[Na+]. Product: [CH2:16]([O:18][C:19]([C:21]1[NH:22][C:23]2[C:28]([C:29]=1[CH:14]=[O:15])=[CH:27][C:26]([Cl:30])=[CH:25][CH:24]=2)=[O:20])[CH3:17]. The catalyst class is: 26.